Dataset: Catalyst prediction with 721,799 reactions and 888 catalyst types from USPTO. Task: Predict which catalyst facilitates the given reaction. Product: [ClH:1].[Cl:1][C:2]1[CH:3]=[CH:4][C:5]([C:8]2[S:9][C:10]3[C:11](=[O:32])[N:12]([C:17]4[CH:22]=[CH:21][C:20]([N:23]5[CH2:28][CH2:27][CH:26]([OH:29])[CH2:25][CH2:24]5)=[C:19]([O:30][CH3:31])[CH:18]=4)[CH2:13][CH2:14][C:15]=3[N:16]=2)=[CH:6][CH:7]=1. The catalyst class is: 5. Reactant: [Cl:1][C:2]1[CH:7]=[CH:6][C:5]([C:8]2[S:9][C:10]3[C:11](=[O:32])[N:12]([C:17]4[CH:22]=[CH:21][C:20]([N:23]5[CH2:28][CH2:27][CH:26]([OH:29])[CH2:25][CH2:24]5)=[C:19]([O:30][CH3:31])[CH:18]=4)[CH2:13][CH2:14][C:15]=3[N:16]=2)=[CH:4][CH:3]=1.Cl.